Dataset: Reaction yield outcomes from USPTO patents with 853,638 reactions. Task: Predict the reaction yield, written as a fraction of the theoretical maximum amount of product (1.0 means a 100% yield; for example, 0.34 means a 34% yield). The catalyst is C1(C)C=CC=CC=1. The reactants are [N+:1]([C:4]1[CH:16]=[CH:15][CH:14]=[CH:13][C:5]=1[C:6]([NH:8][CH2:9][C:10](=O)[CH3:11])=O)([O-:3])=[O:2].P12(SP3(SP(SP(S3)(S1)=S)(=S)S2)=S)=[S:18].O.[OH-].[Na+]. The product is [CH3:11][C:10]1[S:18][C:6]([C:5]2[CH:13]=[CH:14][CH:15]=[CH:16][C:4]=2[N+:1]([O-:3])=[O:2])=[N:8][CH:9]=1. The yield is 0.430.